Dataset: Peptide-MHC class II binding affinity with 134,281 pairs from IEDB. Task: Regression. Given a peptide amino acid sequence and an MHC pseudo amino acid sequence, predict their binding affinity value. This is MHC class II binding data. (1) The peptide sequence is AEMKTDAATLAQEAG. The MHC is HLA-DQA10101-DQB10501 with pseudo-sequence HLA-DQA10101-DQB10501. The binding affinity (normalized) is 0.114. (2) The peptide sequence is EKAYFAATQFEPLAA. The MHC is HLA-DPA10201-DPB10501 with pseudo-sequence HLA-DPA10201-DPB10501. The binding affinity (normalized) is 0.737. (3) The peptide sequence is NNRIWLQFAKLTGFT. The MHC is DRB1_0802 with pseudo-sequence DRB1_0802. The binding affinity (normalized) is 0.353. (4) The peptide sequence is CPFSNRVWNSFQIEE. The binding affinity (normalized) is 0.344. The MHC is DRB4_0103 with pseudo-sequence DRB4_0103.